This data is from Full USPTO retrosynthesis dataset with 1.9M reactions from patents (1976-2016). The task is: Predict the reactants needed to synthesize the given product. (1) The reactants are: [CH2:1]([C:8]1[S:12][C:11]([NH2:13])=[N:10][C:9]=1[C:14]1[CH:19]=[CH:18][C:17]([O:20][CH3:21])=[CH:16][CH:15]=1)[C:2]1[CH:7]=[CH:6][CH:5]=[CH:4][CH:3]=1.[CH3:22][O:23][C:24]1[CH:32]=[CH:31][C:27]([C:28](Cl)=[O:29])=[CH:26][CH:25]=1. Given the product [CH2:1]([C:8]1[S:12][C:11]([NH:13][C:28](=[O:29])[C:27]2[CH:31]=[CH:32][C:24]([O:23][CH3:22])=[CH:25][CH:26]=2)=[N:10][C:9]=1[C:14]1[CH:15]=[CH:16][C:17]([O:20][CH3:21])=[CH:18][CH:19]=1)[C:2]1[CH:3]=[CH:4][CH:5]=[CH:6][CH:7]=1, predict the reactants needed to synthesize it. (2) Given the product [O:1]=[C:2]1[CH2:3][CH:4]([CH3:16])[CH2:5][C:6]2[NH:21][CH:9]=[C:8]([C:11]([O:13][CH2:14][CH3:15])=[O:12])[C:7]1=2, predict the reactants needed to synthesize it. The reactants are: [O:1]=[C:2]1[C:7]2[C:8]([C:11]([O:13][CH2:14][CH3:15])=[O:12])=[CH:9]O[C:6]=2[CH2:5][CH:4]([CH3:16])[CH2:3]1.C([O-])(=O)C.[NH4+:21]. (3) The reactants are: F[C:2]1[CH:7]=[CH:6][C:5]([NH:8][C:9](=[O:12])[O:10][CH3:11])=[CH:4][C:3]=1[N+:13]([O-:15])=[O:14].[CH:16]1([CH2:22][NH2:23])[CH2:21][CH2:20][CH2:19][CH2:18][CH2:17]1. Given the product [CH:16]1([CH2:22][NH:23][C:2]2[CH:7]=[CH:6][C:5]([NH:8][C:9](=[O:12])[O:10][CH3:11])=[CH:4][C:3]=2[N+:13]([O-:15])=[O:14])[CH2:21][CH2:20][CH2:19][CH2:18][CH2:17]1, predict the reactants needed to synthesize it. (4) Given the product [NH2:1][C:2]1[N:7]=[C:6]2[CH:5]=[C:4]([C:14]3[CH:19]=[C:18]([C:20](=[O:48])[NH:21][CH2:22][CH:70]([CH:57]4[CH2:58][O:84][CH2:59]4)[CH2:71][NH:67][C:11](=[O:12])[CH2:10][CH2:9][S:8]2)[C:17]([CH3:49])=[CH:16][C:15]=3[CH3:50])[N:3]=1, predict the reactants needed to synthesize it. The reactants are: [NH2:1][C:2]1[N:7]=[C:6]([S:8][CH2:9][CH2:10][C:11](O)=[O:12])[CH:5]=[C:4]([C:14]2[CH:19]=[C:18]([C:20](=[O:48])[NH:21][CH2:22]C3(CNC(C4C=CC=CC=4)(C4C=CC=CC=4)C4C=CC=CC=4)COC3)[C:17]([CH3:49])=[CH:16][C:15]=2[CH3:50])[N:3]=1.C(N([CH:57]([CH3:59])[CH3:58])CC)(C)C.F[P-](F)(F)(F)(F)F.[N:67]1(OC(N(C)C)=[N+](C)C)[C:71]2N=CC=C[C:70]=2N=N1.[OH2:84]. (5) The reactants are: [CH3:1][C:2]1[N+:7]([O-:8])=[N:6][CH:5]=[C:4]([N+]([O-])=O)[CH:3]=1.C([Br:15])(=O)C.[OH-].[Na+]. Given the product [Br:15][C:4]1[CH:3]=[C:2]([CH3:1])[N+:7]([O-:8])=[N:6][CH:5]=1, predict the reactants needed to synthesize it. (6) The reactants are: Br[C:2]1[CH:3]=[C:4]2[C:9](=[CH:10][CH:11]=1)[N:8]=[CH:7][C:6]([C:12]([CH:14]1[CH2:16][CH2:15]1)=[O:13])=[C:5]2[NH:17][C:18]1[CH:19]=[CH:20][C:21]([N:24]2[CH2:29][CH2:28][CH2:27][CH:26]([NH:30]C(=O)OC(C)(C)C)[CH2:25]2)=[N:22][CH:23]=1.[Cl:38][C:39]1[CH:44]=[C:43](B2OC(C)(C)C(C)(C)O2)[CH:42]=[C:41]([Cl:54])[C:40]=1[OH:55]. Given the product [NH2:30][CH:26]1[CH2:27][CH2:28][CH2:29][N:24]([C:21]2[N:22]=[CH:23][C:18]([NH:17][C:5]3[C:4]4[C:9](=[CH:10][CH:11]=[C:2]([C:43]5[CH:44]=[C:39]([Cl:38])[C:40]([OH:55])=[C:41]([Cl:54])[CH:42]=5)[CH:3]=4)[N:8]=[CH:7][C:6]=3[C:12]([CH:14]3[CH2:16][CH2:15]3)=[O:13])=[CH:19][CH:20]=2)[CH2:25]1, predict the reactants needed to synthesize it. (7) Given the product [F:30][C:31]1[CH:36]=[CH:35][C:34]([N+:38]([O-:40])=[O:39])=[C:33]([CH:32]=1)[O:21][C@@H:19]1[CH2:18][N:17]([C:22]([O:24][C:25]([CH3:26])([CH3:28])[CH3:27])=[O:23])[C@H:16]([C:15]([O:14][CH3:13])=[O:29])[CH2:20]1, predict the reactants needed to synthesize it. The reactants are: CCOC(/N=N/C(OCC)=O)=O.[CH3:13][O:14][C:15](=[O:29])[C@@H:16]1[CH2:20][C@@H:19]([OH:21])[CH2:18][N:17]1[C:22]([O:24][C:25]([CH3:28])([CH3:27])[CH3:26])=[O:23].[F:30][C:31]1[CH:32]=[CH:33][C:34]([N+:38]([O-:40])=[O:39])=[C:35](O)[CH:36]=1.C1(P(C2C=CC=CC=2)C2C=CC=CC=2)C=CC=CC=1.